From a dataset of Full USPTO retrosynthesis dataset with 1.9M reactions from patents (1976-2016). Predict the reactants needed to synthesize the given product. Given the product [CH3:1][N:2]1[CH2:7][CH2:6][N:5]([C:8]2[CH:17]=[CH:16][C:15]([NH2:18])=[C:14]3[C:9]=2[CH:10]=[CH:11][CH:12]=[N:13]3)[CH2:4][CH2:3]1, predict the reactants needed to synthesize it. The reactants are: [CH3:1][N:2]1[CH2:7][CH2:6][N:5]([C:8]2[CH:17]=[CH:16][C:15]([N+:18]([O-])=O)=[C:14]3[C:9]=2[CH:10]=[CH:11][CH:12]=[N:13]3)[CH2:4][CH2:3]1.